From a dataset of Catalyst prediction with 721,799 reactions and 888 catalyst types from USPTO. Predict which catalyst facilitates the given reaction. (1) Reactant: [C:1]12([C:11]3[CH:12]=[C:13]([CH:23]=[CH:24][C:25]=3[O:26][CH:27]([CH3:29])[CH3:28])[CH2:14][CH2:15][NH:16][C:17](=[O:22])[C:18]([F:21])([F:20])[F:19])[CH2:10][CH:5]3[CH2:6][CH:7]([CH2:9][CH:3]([CH2:4]3)[CH2:2]1)[CH2:8]2.[CH3:30]I. Product: [C:1]12([C:11]3[CH:12]=[C:13]([CH:23]=[CH:24][C:25]=3[O:26][CH:27]([CH3:29])[CH3:28])[CH2:14][CH2:15][N:16]([CH3:30])[C:17](=[O:22])[C:18]([F:21])([F:20])[F:19])[CH2:2][CH:3]3[CH2:4][CH:5]([CH2:6][CH:7]([CH2:9]3)[CH2:8]1)[CH2:10]2. The catalyst class is: 1. (2) Reactant: [CH3:1][S:2](Cl)(=[O:4])=[O:3].[NH:6]1[CH2:10][CH2:9][CH:8]([OH:11])[CH2:7]1.C(N(CC)CC)C. Product: [CH3:1][S:2]([O:11][CH:8]1[CH2:9][CH2:10][N:6]([S:2]([CH3:1])(=[O:4])=[O:3])[CH2:7]1)(=[O:4])=[O:3]. The catalyst class is: 4. (3) Reactant: [CH3:1][O:2][C:3]([C:5]1[CH2:6][N:7]([C:19]([O:21][C:22]([CH3:25])([CH3:24])[CH3:23])=[O:20])[CH2:8][CH2:9][C:10]=1[NH:11][CH2:12][C:13]1[CH:18]=[CH:17][CH:16]=[CH:15][CH:14]=1)=[O:4].C(O[BH-](OC(=O)C)OC(=O)C)(=O)C.[Na+]. Product: [CH3:1][O:2][C:3]([C@H:5]1[C@@H:10]([NH:11][CH2:12][C:13]2[CH:18]=[CH:17][CH:16]=[CH:15][CH:14]=2)[CH2:9][CH2:8][N:7]([C:19]([O:21][C:22]([CH3:25])([CH3:24])[CH3:23])=[O:20])[CH2:6]1)=[O:4]. The catalyst class is: 477.